Dataset: Catalyst prediction with 721,799 reactions and 888 catalyst types from USPTO. Task: Predict which catalyst facilitates the given reaction. (1) Reactant: N#N.[N+:3]([C:6]1[CH:10]=[N:9][NH:8][N:7]=1)([O-:5])=[O:4].[CH3:11][O:12][C:13]([C:15]1[O:16][C:17]([CH2:20]Cl)=[CH:18][CH:19]=1)=[O:14].C([O-])([O-])=O.[K+].[K+].[Br-]. Product: [CH3:11][O:12][C:13]([C:15]1[O:16][C:17]([CH2:20][N:8]2[N:7]=[C:6]([N+:3]([O-:5])=[O:4])[CH:10]=[N:9]2)=[CH:18][CH:19]=1)=[O:14]. The catalyst class is: 21. (2) Reactant: [NH2:1][C:2]1[C:7]([F:8])=[C:6]([C:9]2[CH:14]=[CH:13][C:12]([Cl:15])=[C:11]([CH:16]([F:18])[CH3:17])[C:10]=2[F:19])[N:5]=[C:4]([C:20]([OH:22])=[O:21])[C:3]=1[Cl:23].[OH-].[Na+].[NH2:26][C:27]1[C:32]([F:33])=[C:31]([C:34]2[CH:39]=[CH:38][C:37]([Cl:40])=[C:36]([CH:41]([F:43])[CH3:42])[C:35]=2[F:44])[N:30]=[C:29]([C:45]([O:47]C)=[O:46])[C:28]=1[Cl:49].Cl. Product: [NH2:1][C:2]1[C:7]([F:8])=[C:6]([C:9]2[CH:14]=[CH:13][C:12]([Cl:15])=[C:11]([CH:16]([F:18])[CH3:17])[C:10]=2[F:19])[N:5]=[C:4]([C:20]([O:22][CH2:31][C:34]2[CH:39]=[CH:38][CH:37]=[CH:36][CH:35]=2)=[O:21])[C:3]=1[Cl:23].[NH2:26][C:27]1[C:32]([F:33])=[C:31]([C:34]2[CH:39]=[CH:38][C:37]([Cl:40])=[C:36]([CH:41]([F:43])[CH3:42])[C:35]=2[F:44])[N:30]=[C:29]([C:45]([OH:47])=[O:46])[C:28]=1[Cl:49]. The catalyst class is: 5. (3) Reactant: [CH3:1][O:2][C:3]1[CH:8]=[CH:7][C:6]([N:9]([CH:36]([C:43]2[CH:48]=[CH:47][CH:46]=[CH:45][CH:44]=2)[C:37]2[CH:42]=[CH:41][CH:40]=[CH:39][CH:38]=2)[C:10]2[C:11]3[CH:18]=[CH:17][N:16]([C@@H:19]4[O:25][C@H:24]([CH2:26][O:27][Si](C(C)(C)C)(C)C)[C@@H:22]([OH:23])[C@@:20]4([CH3:35])[OH:21])[C:12]=3[N:13]=[CH:14][N:15]=2)=[CH:5][CH:4]=1.C(N(CC)CC)C.F.F.F.C(N(CC)CC)C. Product: [CH3:1][O:2][C:3]1[CH:4]=[CH:5][C:6]([N:9]([CH:36]([C:37]2[CH:42]=[CH:41][CH:40]=[CH:39][CH:38]=2)[C:43]2[CH:44]=[CH:45][CH:46]=[CH:47][CH:48]=2)[C:10]2[C:11]3[CH:18]=[CH:17][N:16]([C@@H:19]4[O:25][C@H:24]([CH2:26][OH:27])[C@@H:22]([OH:23])[C@@:20]4([CH3:35])[OH:21])[C:12]=3[N:13]=[CH:14][N:15]=2)=[CH:7][CH:8]=1. The catalyst class is: 56.